From a dataset of Reaction yield outcomes from USPTO patents with 853,638 reactions. Predict the reaction yield, written as a fraction of the theoretical maximum amount of product (1.0 means a 100% yield; for example, 0.34 means a 34% yield). (1) The reactants are [CH3:1][C:2]1([CH3:9])[CH2:7][CH2:6][C:5](=[O:8])[CH:4]=[CH:3]1. The yield is 0.870. The product is [CH3:1][C:2]1([CH3:9])[CH2:7][CH2:6][C:5](=[O:8])[CH2:4][CH2:3]1. The catalyst is C(O)C.[Pd]. (2) The reactants are [NH2:1][C:2]1[N:9]=[C:8]([C:10]2[CH:15]=[CH:14][CH:13]=[CH:12][C:11]=2[O:16][CH2:17][C:18]2[CH:23]=[CH:22][CH:21]=[CH:20][CH:19]=2)[CH:7]=[C:6]([C:24]2[CH:29]=[CH:28][C:27](Cl)=[C:26]([N+:31]([O-:33])=[O:32])[CH:25]=2)[C:3]=1[C:4]#[N:5].[NH:34]1[CH2:38][CH2:37][CH2:36][CH2:35]1. The catalyst is CN(C=O)C. The product is [NH2:1][C:2]1[N:9]=[C:8]([C:10]2[CH:15]=[CH:14][CH:13]=[CH:12][C:11]=2[O:16][CH2:17][C:18]2[CH:23]=[CH:22][CH:21]=[CH:20][CH:19]=2)[CH:7]=[C:6]([C:24]2[CH:29]=[CH:28][C:27]([N:34]3[CH2:38][CH2:37][CH2:36][CH2:35]3)=[C:26]([N+:31]([O-:33])=[O:32])[CH:25]=2)[C:3]=1[C:4]#[N:5]. The yield is 0.920. (3) The reactants are Br[C:2]1[C:7]([CH3:8])=[CH:6][CH:5]=[CH:4][N:3]=1.[Li]CCCC.[CH2:14]([N:21]1[CH2:26][CH2:25][C:24](=[O:27])[CH2:23][CH2:22]1)[C:15]1[CH:20]=[CH:19][CH:18]=[CH:17][CH:16]=1.[NH4+].[Cl-]. The catalyst is C1COCC1. The product is [CH2:14]([N:21]1[CH2:26][CH2:25][C:24]([OH:27])([C:2]2[C:7]([CH3:8])=[CH:6][CH:5]=[CH:4][N:3]=2)[CH2:23][CH2:22]1)[C:15]1[CH:16]=[CH:17][CH:18]=[CH:19][CH:20]=1. The yield is 0.500. (4) The reactants are Cl.[F:2][C:3]1[CH:8]=[CH:7][C:6]([N:9]2[C:18]3[C:13](=[CH:14][C:15]([O:19][CH:20]4[CH2:25][CH2:24][NH:23][CH2:22][CH2:21]4)=[CH:16][CH:17]=3)[CH2:12][CH2:11][C:10]2=[O:26])=[CH:5][CH:4]=1.C(N(CC)CC)C.C(O[C:37]1(O[Si](C)(C)C)[CH2:39][CH2:38]1)C.C([BH3-])#N.[Na+]. The catalyst is CO.C(O)(=O)C. The product is [CH:37]1([N:23]2[CH2:22][CH2:21][CH:20]([O:19][C:15]3[CH:14]=[C:13]4[C:18](=[CH:17][CH:16]=3)[N:9]([C:6]3[CH:7]=[CH:8][C:3]([F:2])=[CH:4][CH:5]=3)[C:10](=[O:26])[CH2:11][CH2:12]4)[CH2:25][CH2:24]2)[CH2:39][CH2:38]1. The yield is 0.370.